This data is from Retrosynthesis with 50K atom-mapped reactions and 10 reaction types from USPTO. The task is: Predict the reactants needed to synthesize the given product. (1) Given the product CC(C)(O)C1CN(c2ncc(C(=O)Nc3ccc(OC(F)(F)F)cc3)cc2-c2cccnc2)C1, predict the reactants needed to synthesize it. The reactants are: CC(C)(O)C1CN(c2ncc(C(=O)Nc3ccc(OC(F)(F)F)cc3)cc2Br)C1.OB(O)c1cccnc1. (2) Given the product CC(C)CC1=CCCC1O, predict the reactants needed to synthesize it. The reactants are: CC(C)C[Mg+].OC1CCC=C1Br. (3) Given the product CC(C)(C)c1cccc2c1CCC[C@]2(O[SiH](c1ccccc1)c1ccccc1)N1CCC[C@@H]1c1nc(-c2ccccc2)c(-c2ccccc2)o1, predict the reactants needed to synthesize it. The reactants are: CC(C)(C)c1cccc2c1CCC[C@@]2(N[C@H](CCCO)c1nc(-c2ccccc2)c(-c2ccccc2)o1)O[SiH](c1ccccc1)c1ccccc1. (4) Given the product C[C@@H]1CN(C(=O)OC(C)(C)C)C[C@H]2Cc3ccc(C#N)nc3N12, predict the reactants needed to synthesize it. The reactants are: C[C@@H]1CN(C(=O)OC(C)(C)C)C[C@H]2Cc3ccc(Br)nc3N12.N#C[Cu]. (5) Given the product CCN(CCCNC(=O)Nc1ccc(C(C)(C)C)cc1)C[C@H]1O[C@@H](n2cnc3c(N)ncnc32)[C@@H]2OC(C)(C)O[C@H]12, predict the reactants needed to synthesize it. The reactants are: CC1(C)O[C@@H]2[C@@H](CNCCCNC(=O)Nc3ccc(C(C)(C)C)cc3)O[C@@H](n3cnc4c(N)ncnc43)[C@@H]2O1.CC=O.